From a dataset of Reaction yield outcomes from USPTO patents with 853,638 reactions. Predict the reaction yield, written as a fraction of the theoretical maximum amount of product (1.0 means a 100% yield; for example, 0.34 means a 34% yield). (1) The reactants are Br[C:2]1[NH:3][C:4]2[C:9]([N:10]=1)=[C:8]([N:11]1[CH2:16][CH2:15][O:14][CH2:13][CH2:12]1)[N:7]=[C:6]([CH2:17][CH2:18][O:19][CH3:20])[N:5]=2.[NH2:21][C:22]1[CH:27]=[CH:26][CH:25]=[C:24]([CH3:28])[CH:23]=1. No catalyst specified. The product is [CH3:20][O:19][CH2:18][CH2:17][C:6]1[N:5]=[C:4]2[C:9]([N:10]=[C:2]([NH:21][C:22]3[CH:23]=[C:24]([CH3:28])[CH:25]=[CH:26][CH:27]=3)[NH:3]2)=[C:8]([N:11]2[CH2:16][CH2:15][O:14][CH2:13][CH2:12]2)[N:7]=1. The yield is 0.810. (2) The catalyst is C1COCC1. The product is [F:1][C:2]1[CH:10]=[CH:9][CH:8]=[C:7]([NH:11][C:12]2[N:17]=[C:16]([NH:18][C:19]3[CH:27]=[C:26]4[C:22]([CH2:23][CH2:24][N:25]4[C:35](=[O:36])[CH2:34][NH2:38])=[CH:21][C:20]=3[O:28][CH3:29])[NH:15][C:14]3=[N:30][CH:31]=[CH:32][C:13]=23)[C:3]=1[C:4]([NH2:6])=[O:5]. The yield is 0.860. The reactants are [F:1][C:2]1[CH:10]=[CH:9][CH:8]=[C:7]([NH:11][C:12]2[N:17]=[C:16]([NH:18][C:19]3[CH:27]=[C:26]4[C:22]([CH2:23][CH2:24][NH:25]4)=[CH:21][C:20]=3[O:28][CH3:29])[NH:15][C:14]3=[N:30][CH:31]=[CH:32][C:13]=23)[C:3]=1[C:4]([NH2:6])=[O:5].Br[CH2:34][C:35](Cl)=[O:36].[NH4+:38].[OH-].